This data is from Catalyst prediction with 721,799 reactions and 888 catalyst types from USPTO. The task is: Predict which catalyst facilitates the given reaction. (1) Reactant: [Br:1][C:2]1[CH:11]=[CH:10][C:5]2[N:6]=[C:7](Cl)[S:8][C:4]=2[CH:3]=1.[Br-].[CH:13]1([Zn+])[CH2:15][CH2:14]1. Product: [Br:1][C:2]1[CH:11]=[CH:10][C:5]2[N:6]=[C:7]([CH:13]3[CH2:15][CH2:14]3)[S:8][C:4]=2[CH:3]=1. The catalyst class is: 176. (2) Reactant: [Cl:1][C:2]1[CH:23]=[N:22][CH:21]=[C:20]([Cl:24])[C:3]=1[C:4]([NH:6][C:7]1[CH:19]=[CH:18][C:10]([CH2:11][C@@H:12]([C:14]([O:16][CH3:17])=[O:15])[NH2:13])=[CH:9][CH:8]=1)=[O:5].Cl. Product: [ClH:1].[Cl:24][C:20]1[CH:21]=[N:22][CH:23]=[C:2]([Cl:1])[C:3]=1[C:4]([NH:6][C:7]1[CH:19]=[CH:18][C:10]([CH2:11][C@@H:12]([C:14]([O:16][CH3:17])=[O:15])[NH2:13])=[CH:9][CH:8]=1)=[O:5]. The catalyst class is: 25.